Dataset: Reaction yield outcomes from USPTO patents with 853,638 reactions. Task: Predict the reaction yield, written as a fraction of the theoretical maximum amount of product (1.0 means a 100% yield; for example, 0.34 means a 34% yield). (1) The reactants are [C:1]([O:5][C:6]([NH:8][CH2:9][CH2:10][CH2:11][CH2:12][CH2:13][CH2:14][CH2:15][CH2:16][CH2:17][CH2:18][CH2:19][C:20]([OH:22])=O)=[O:7])([CH3:4])([CH3:3])[CH3:2].C(N1C=CN=C1)(N1C=CN=C1)=O.[C:35]([O:39][C:40]([N:42]1[CH2:47][CH2:46][NH:45][CH2:44][CH2:43]1)=[O:41])([CH3:38])([CH3:37])[CH3:36]. The catalyst is C(Cl)Cl. The product is [C:35]([O:39][C:40]([N:42]1[CH2:47][CH2:46][N:45]([C:20](=[O:22])[CH2:19][CH2:18][CH2:17][CH2:16][CH2:15][CH2:14][CH2:13][CH2:12][CH2:11][CH2:10][CH2:9][NH:8][C:6]([O:5][C:1]([CH3:2])([CH3:3])[CH3:4])=[O:7])[CH2:44][CH2:43]1)=[O:41])([CH3:38])([CH3:36])[CH3:37]. The yield is 0.940. (2) The reactants are [N:1]1[C:6]2[S:7][C:8]3[CH2:13][CH2:12][CH2:11][CH2:10][C:9]=3[C:5]=2[C:4](=[O:14])[NH:3][CH:2]=1.[F:15][C:16]1[CH:21]=[C:20]([F:22])[CH:19]=[CH:18][C:17]=1[C:23]1([CH2:26][N:27]2[CH:31]=[N:30][CH:29]=[N:28]2)[CH2:25][O:24]1.C[O-].[Na+]. The catalyst is C(O)(C)(C)C. The product is [F:15][C:16]1[CH:21]=[C:20]([F:22])[CH:19]=[CH:18][C:17]=1[C:23]([OH:24])([CH2:26][N:27]1[CH:31]=[N:30][CH:29]=[N:28]1)[CH2:25][N:3]1[C:4](=[O:14])[C:5]2[C:9]3[CH2:10][CH2:11][CH2:12][CH2:13][C:8]=3[S:7][C:6]=2[N:1]=[CH:2]1. The yield is 0.600.